Task: Regression. Given a peptide amino acid sequence and an MHC pseudo amino acid sequence, predict their binding affinity value. This is MHC class I binding data.. Dataset: Peptide-MHC class I binding affinity with 185,985 pairs from IEDB/IMGT (1) The peptide sequence is FILHTANL. The MHC is H-2-Db with pseudo-sequence H-2-Db. The binding affinity (normalized) is 0.121. (2) The peptide sequence is VTIPQIGGM. The MHC is HLA-B27:05 with pseudo-sequence HLA-B27:05. The binding affinity (normalized) is 0.0847. (3) The peptide sequence is ERYFRINSL. The MHC is HLA-A33:01 with pseudo-sequence HLA-A33:01. The binding affinity (normalized) is 0.358. (4) The peptide sequence is RQFPTAIEF. The MHC is Mamu-B3901 with pseudo-sequence Mamu-B3901. The binding affinity (normalized) is 0.746.